Dataset: Peptide-MHC class I binding affinity with 185,985 pairs from IEDB/IMGT. Task: Regression. Given a peptide amino acid sequence and an MHC pseudo amino acid sequence, predict their binding affinity value. This is MHC class I binding data. (1) The peptide sequence is AVFDRKSDAK. The MHC is HLA-A30:02 with pseudo-sequence HLA-A30:02. The binding affinity (normalized) is 0.0778. (2) The MHC is HLA-A02:02 with pseudo-sequence HLA-A02:02. The binding affinity (normalized) is 0.612. The peptide sequence is KVTGSYNLV.